Task: Regression. Given a peptide amino acid sequence and an MHC pseudo amino acid sequence, predict their binding affinity value. This is MHC class II binding data.. Dataset: Peptide-MHC class II binding affinity with 134,281 pairs from IEDB (1) The peptide sequence is VPRRGPRGGPGRSYA. The MHC is DRB1_1201 with pseudo-sequence DRB1_1201. The binding affinity (normalized) is 0.0804. (2) The peptide sequence is YKKFLANVSTVLTGK. The MHC is DRB3_0202 with pseudo-sequence DRB3_0202. The binding affinity (normalized) is 0.948.